This data is from Full USPTO retrosynthesis dataset with 1.9M reactions from patents (1976-2016). The task is: Predict the reactants needed to synthesize the given product. (1) Given the product [O:23]1[CH:24]=[CH:25][C:21]([C:19]2[N:12]3[C:13]([CH:14]=[N:15][C:10]([NH:9][C:6]4[CH:7]=[CH:8][C:3]([O:2][CH3:1])=[CH:4][CH:5]=4)=[N:11]3)=[C:16]([CH3:17])[N:18]=2)=[CH:22]1, predict the reactants needed to synthesize it. The reactants are: [CH3:1][O:2][C:3]1[CH:8]=[CH:7][C:6]([NH:9][C:10]2[N:11]=[N:12][C:13]([CH:16]([NH:18][C:19]([C:21]3[CH:25]=[CH:24][O:23][CH:22]=3)=O)[CH3:17])=[CH:14][N:15]=2)=[CH:5][CH:4]=1.P(Cl)(Cl)(Cl)=O. (2) Given the product [Na+:39].[CH:1]1([C:7]2[CH:12]=[CH:11][C:10]([C:13]3[O:17][N:16]=[C:15]([C:18]4[CH:23]=[CH:22][C:21]([CH2:24][N:25]5[CH:29]=[CH:28][C:27]([C:30]([O-:32])=[O:31])=[N:26]5)=[CH:20][CH:19]=4)[N:14]=3)=[CH:9][C:8]=2[C:34]([F:36])([F:37])[F:35])[CH2:2][CH2:3][CH2:4][CH2:5][CH2:6]1, predict the reactants needed to synthesize it. The reactants are: [CH:1]1([C:7]2[CH:12]=[CH:11][C:10]([C:13]3[O:17][N:16]=[C:15]([C:18]4[CH:23]=[CH:22][C:21]([CH2:24][N:25]5[CH:29]=[CH:28][C:27]([C:30]([O:32]C)=[O:31])=[N:26]5)=[CH:20][CH:19]=4)[N:14]=3)=[CH:9][C:8]=2[C:34]([F:37])([F:36])[F:35])[CH2:6][CH2:5][CH2:4][CH2:3][CH2:2]1.[OH-].[Na+:39]. (3) Given the product [Cl:13][C:10]1[C:9]2[C:4](=[CH:5][C:6]([F:15])=[CH:7][C:8]=2[F:14])[N:3]=[C:2]([N:22]2[CH2:21][CH2:20][N:19]([C:23]([O:25][C:26]([CH3:29])([CH3:28])[CH3:27])=[O:24])[CH2:18][C@@H:17]2[CH3:16])[C:11]=1[CH3:12], predict the reactants needed to synthesize it. The reactants are: Cl[C:2]1[C:11]([CH3:12])=[C:10]([Cl:13])[C:9]2[C:4](=[CH:5][C:6]([F:15])=[CH:7][C:8]=2[F:14])[N:3]=1.[CH3:16][C@@H:17]1[NH:22][CH2:21][CH2:20][N:19]([C:23]([O:25][C:26]([CH3:29])([CH3:28])[CH3:27])=[O:24])[CH2:18]1.C(=O)([O-])[O-].[Cs+].[Cs+]. (4) Given the product [CH3:1][O:2][C:3]1[CH:8]=[CH:7][C:6]([C:9]([F:11])([F:10])[F:12])=[CH:5][C:4]=1[C:13]1[C:14]2[N:15]([N:19]=[C:20]([NH:22][C:23]3[CH:28]=[CH:27][C:26]([CH:29]4[CH2:34][CH2:33][N:32]([CH2:36][C:37]([N:39]([CH3:41])[CH3:40])=[O:38])[CH2:31][CH2:30]4)=[CH:25][CH:24]=3)[N:21]=2)[CH:16]=[CH:17][CH:18]=1, predict the reactants needed to synthesize it. The reactants are: [CH3:1][O:2][C:3]1[CH:8]=[CH:7][C:6]([C:9]([F:12])([F:11])[F:10])=[CH:5][C:4]=1[C:13]1[C:14]2[N:15]([N:19]=[C:20]([NH:22][C:23]3[CH:28]=[CH:27][C:26]([CH:29]4[CH2:34][CH2:33][NH:32][CH2:31][CH2:30]4)=[CH:25][CH:24]=3)[N:21]=2)[CH:16]=[CH:17][CH:18]=1.Cl[CH2:36][C:37]([N:39]([CH3:41])[CH3:40])=[O:38].